Dataset: Reaction yield outcomes from USPTO patents with 853,638 reactions. Task: Predict the reaction yield, written as a fraction of the theoretical maximum amount of product (1.0 means a 100% yield; for example, 0.34 means a 34% yield). (1) The reactants are [CH3:1][N:2]([CH2:12][CH2:13][CH:14]([C:23]1[CH:28]=[CH:27][CH:26]=[CH:25][CH:24]=1)[O:15][C:16]1[CH:21]=[CH:20][CH:19]=[CH:18][C:17]=1[CH3:22])C(=O)OC1C=CC=CC=1.C(O)CCC.[OH-].[K+]. The catalyst is O. The product is [CH3:1][NH:2][CH2:12][CH2:13][CH:14]([O:15][C:16]1[CH:21]=[CH:20][CH:19]=[CH:18][C:17]=1[CH3:22])[C:23]1[CH:28]=[CH:27][CH:26]=[CH:25][CH:24]=1. The yield is 0.820. (2) The reactants are [O:1]=[CH:2][C:3]1[CH:11]=[CH:10][C:8]([OH:9])=[C:5]([O:6][CH3:7])[CH:4]=1.C(=O)([O-])[O-].[K+].[K+].[O:18]1[CH2:23][CH2:22][N:21]([CH2:24][CH2:25][CH2:26][Cl:27])[CH2:20][CH2:19]1.C(OCC)(=O)C.Cl. No catalyst specified. The product is [ClH:27].[CH3:7][O:6][C:5]1[CH:4]=[C:3]([CH:11]=[CH:10][C:8]=1[O:9][CH2:26][CH2:25][CH2:24][N:21]1[CH2:22][CH2:23][O:18][CH2:19][CH2:20]1)[CH:2]=[O:1]. The yield is 0.560. (3) The reactants are [CH3:1][SH:2].[Na].O.[C:5]([O:8][C:9]1[CH:14]=[CH:13][C:12]([C:15](=[O:18])[CH2:16]Br)=[CH:11][C:10]=1[O:19][CH3:20])(=[O:7])[CH3:6]. The catalyst is C1C=CC=CC=1. The product is [C:5]([O:8][C:9]1[CH:14]=[CH:13][C:12]([C:15](=[O:18])[CH2:16][S:2][CH3:1])=[CH:11][C:10]=1[O:19][CH3:20])(=[O:7])[CH3:6]. The yield is 0.830. (4) The reactants are Cl[C:2]1[CH:15]=[CH:14][C:13]([N+:16]([O-:18])=[O:17])=[CH:12][C:3]=1[C:4]([C:6]1[CH:11]=[CH:10][CH:9]=[CH:8][CH:7]=1)=O.O.[NH2:20][NH2:21].O. The catalyst is C(O)C. The product is [N+:16]([C:13]1[CH:12]=[C:3]2[C:2](=[CH:15][CH:14]=1)[NH:21][N:20]=[C:4]2[C:6]1[CH:11]=[CH:10][CH:9]=[CH:8][CH:7]=1)([O-:18])=[O:17]. The yield is 0.800. (5) The reactants are [N:1]12[CH2:8][CH2:7][C:4]([C:9]([C:17]3[CH:22]=[CH:21][CH:20]=[CH:19][CH:18]=3)([C:11]3[CH:16]=[CH:15][CH:14]=[CH:13][CH:12]=3)[OH:10])([CH2:5][CH2:6]1)[CH2:3][CH2:2]2.[Br:23][CH2:24][CH:25]1[O:29][CH2:28][CH2:27][O:26]1. The catalyst is CC#N. The product is [Br-:23].[O:26]1[CH2:27][CH2:28][O:29][CH:25]1[CH2:24][N+:1]12[CH2:6][CH2:5][C:4]([C:9]([OH:10])([C:17]3[CH:22]=[CH:21][CH:20]=[CH:19][CH:18]=3)[C:11]3[CH:12]=[CH:13][CH:14]=[CH:15][CH:16]=3)([CH2:3][CH2:2]1)[CH2:7][CH2:8]2. The yield is 0.124. (6) The reactants are [CH2:1]([O:3][C:4](=[O:20])[C:5]([CH3:19])([CH3:18])[CH2:6][CH2:7][CH2:8][CH2:9][O:10]CC1C=CC=CC=1)[CH3:2].[H][H]. The catalyst is C(OCC)(=O)C.[Pd]. The product is [CH2:1]([O:3][C:4](=[O:20])[C:5]([CH3:19])([CH3:18])[CH2:6][CH2:7][CH2:8][CH2:9][OH:10])[CH3:2]. The yield is 0.880. (7) The reactants are [CH:1]([CH:3]=[O:4])=O.[F:5][C:6]1[C:7]([NH2:12])=[N:8][CH:9]=[CH:10][CH:11]=1.[C:13]([O-])(O)=[O:14].[Na+]. The catalyst is CO. The product is [CH3:13][O:14][C:3](=[O:4])[CH2:1][NH:12][C:7]1[C:6]([F:5])=[CH:11][CH:10]=[CH:9][N:8]=1. The yield is 0.310. (8) The reactants are [C:1]1([N:7]2[CH:11]=[CH:10][CH:9]=[N:8]2)[CH:6]=[CH:5][CH:4]=[CH:3][CH:2]=1.[CH:12](=[O:16])[CH:13]([CH3:15])[CH3:14]. No catalyst specified. The product is [CH3:14][CH:13]([CH3:15])[CH:12]([C:11]1[N:7]([C:1]2[CH:2]=[CH:3][CH:4]=[CH:5][CH:6]=2)[N:8]=[CH:9][CH:10]=1)[OH:16]. The yield is 0.570. (9) The reactants are [CH3:1][CH:2]([N:4]1[CH2:10][CH2:9][CH2:8][N:7](C(OCC2C=CC=CC=2)=O)[CH2:6][CH2:5]1)[CH3:3]. The catalyst is C(O)C.[Pd]. The product is [CH3:1][CH:2]([N:4]1[CH2:10][CH2:9][CH2:8][NH:7][CH2:6][CH2:5]1)[CH3:3]. The yield is 1.00. (10) The reactants are [F:1][C:2]1[C:11]([CH2:12][C:13]2[N:17]3[N:18]=[C:19]([C:22](=O)[CH3:23])[CH:20]=[CH:21][C:16]3=[N:15][N:14]=2)=[C:10]([F:25])[CH:9]=[C:8]2[C:3]=1[CH:4]=[CH:5][CH:6]=[N:7]2.[NH2:26][NH:27][C:28]([NH2:30])=[O:29].C(=O)(O)[O-].[Na+]. The catalyst is CO. The product is [F:1][C:2]1[C:11]([CH2:12][C:13]2[N:17]3[N:18]=[C:19](/[C:22](=[N:26]/[NH:27][C:28]([NH2:30])=[O:29])/[CH3:23])[CH:20]=[CH:21][C:16]3=[N:15][N:14]=2)=[C:10]([F:25])[CH:9]=[C:8]2[C:3]=1[CH:4]=[CH:5][CH:6]=[N:7]2. The yield is 0.820.